The task is: Predict the reaction yield, written as a fraction of the theoretical maximum amount of product (1.0 means a 100% yield; for example, 0.34 means a 34% yield).. This data is from Reaction yield outcomes from USPTO patents with 853,638 reactions. The reactants are [N+:1]([C:4]1[CH:5]=[N:6][C:7]([NH2:10])=[N:8][CH:9]=1)([O-:3])=[O:2].Br[C:12]1[CH:25]=[CH:24][C:15]([O:16][CH2:17][CH2:18][N:19]2[CH2:23][CH2:22][CH2:21][CH2:20]2)=[CH:14][CH:13]=1.C(=O)([O-])[O-].[Cs+].[Cs+].C1(P(C2C=CC=CC=2)C2C3OC4C(=CC=CC=4P(C4C=CC=CC=4)C4C=CC=CC=4)C(C)(C)C=3C=CC=2)C=CC=CC=1. The catalyst is [Pd].[Pd].C(=CC(C=CC1C=CC=CC=1)=O)C1C=CC=CC=1.C(=CC(C=CC1C=CC=CC=1)=O)C1C=CC=CC=1.C(=CC(C=CC1C=CC=CC=1)=O)C1C=CC=CC=1. The product is [N+:1]([C:4]1[CH:5]=[N:6][C:7]([NH:10][C:12]2[CH:13]=[CH:14][C:15]([O:16][CH2:17][CH2:18][N:19]3[CH2:20][CH2:21][CH2:22][CH2:23]3)=[CH:24][CH:25]=2)=[N:8][CH:9]=1)([O-:3])=[O:2]. The yield is 0.320.